This data is from Catalyst prediction with 721,799 reactions and 888 catalyst types from USPTO. The task is: Predict which catalyst facilitates the given reaction. Reactant: [H-].[Na+].[Br-].[C:4]([O:8]C(C[P+](C1C=CC=CC=1)(C1C=CC=CC=1)C1C=CC=CC=1)=O)(C)(C)C.C([C:33]1[NH:37][C:36]([C:38]([O:40][CH3:41])=[O:39])=[CH:35][CH:34]=1)=O. Product: [CH:4]([C:34]1[CH:35]=[C:36]([C:38]([O:40][CH3:41])=[O:39])[NH:37][CH:33]=1)=[O:8]. The catalyst class is: 1.